From a dataset of Full USPTO retrosynthesis dataset with 1.9M reactions from patents (1976-2016). Predict the reactants needed to synthesize the given product. (1) The reactants are: C(N(CC)CC)C.[C:8]([O:12][C:13]([N:15]1[CH2:20][CH2:19][C:18](=[CH2:21])[CH2:17][CH2:16]1)=[O:14])([CH3:11])([CH3:10])[CH3:9].[CH2:22]([O:24][C:25](=[O:30])[C:26](Cl)=[N:27][OH:28])[CH3:23]. Given the product [CH2:22]([O:24][C:25]([C:26]1[CH2:21][C:18]2([CH2:19][CH2:20][N:15]([C:13]([O:12][C:8]([CH3:11])([CH3:10])[CH3:9])=[O:14])[CH2:16][CH2:17]2)[O:28][N:27]=1)=[O:30])[CH3:23], predict the reactants needed to synthesize it. (2) Given the product [NH2:1][C:2]1[CH:7]=[CH:6][C:5]([C:8]([CH2:10][C:12]2[CH:13]=[CH:14][C:15]([NH2:18])=[CH:16][CH:17]=2)=[O:9])=[CH:4][CH:3]=1, predict the reactants needed to synthesize it. The reactants are: [NH2:1][C:2]1[CH:7]=[CH:6][C:5]([C:8]([C:10]([C:12]2[CH:17]=[CH:16][C:15]([NH2:18])=[CH:14][CH:13]=2)=O)=[O:9])=[CH:4][CH:3]=1.S. (3) The reactants are: [Li+].CC([N-]C(C)C)C.[CH3:9][O:10][C:11]1[CH:16]=[CH:15][C:14]([C:17]2[C:18]([C:22]3[CH:29]=[CH:28][C:25]([C:26]#[N:27])=[CH:24][C:23]=3[CH3:30])=[CH:19][S:20][CH:21]=2)=[CH:13][CH:12]=1.CN(C)[CH:33]=[O:34]. Given the product [CH:33]([C:19]1[S:20][CH:21]=[C:17]([C:14]2[CH:13]=[CH:12][C:11]([O:10][CH3:9])=[CH:16][CH:15]=2)[C:18]=1[C:22]1[CH:29]=[CH:28][C:25]([C:26]#[N:27])=[CH:24][C:23]=1[CH3:30])=[O:34], predict the reactants needed to synthesize it. (4) The reactants are: ClC1C(Cl)=CC=CC=1[CH:9]1[CH2:14][CH2:13][N:12]([CH2:15][CH2:16][CH2:17][O:18][C:19]2[CH:27]=[C:26]3[C:22]([CH:23]=[N:24][NH:25]3)=[CH:21][CH:20]=2)[CH2:11][CH2:10]1.[Na+].[I-].[Cl:30][C:31]1[C:36]([Cl:37])=[CH:35][CH:34]=[CH:33][C:32]=1[N:38]1CCCN(CCCCOC2C=C3C(CCC(=O)N3)=CC=2)CC1.CCN(C(C)C)C(C)C. Given the product [Cl:30][C:31]1[C:36]([Cl:37])=[CH:35][CH:34]=[CH:33][C:32]=1[N:38]1[CH2:9][CH2:14][CH2:13][N:12]([CH2:15][CH2:16][CH2:17][O:18][C:19]2[CH:27]=[C:26]3[C:22]([CH:23]=[N:24][NH:25]3)=[CH:21][CH:20]=2)[CH2:11][CH2:10]1, predict the reactants needed to synthesize it. (5) The reactants are: [Cl:1][S:2]([C:5]1[CH:6]=[C:7]([CH:11]=[CH:12][CH:13]=1)[C:8](Cl)=[O:9])(=[O:4])=[O:3].[CH3:14][OH:15]. Given the product [Cl:1][S:2]([C:5]1[CH:6]=[C:7]([CH:11]=[CH:12][CH:13]=1)[C:8]([O:15][CH3:14])=[O:9])(=[O:4])=[O:3], predict the reactants needed to synthesize it.